Dataset: Retrosynthesis with 50K atom-mapped reactions and 10 reaction types from USPTO. Task: Predict the reactants needed to synthesize the given product. The reactants are: Fc1ccc(OC[C@H]2CCC[C@H](OC(CCCl)c3ccc(F)cc3)O2)cc1.c1c[nH]cn1. Given the product Fc1ccc(OC[C@H]2CCC[C@H](OC(CCn3ccnc3)c3ccc(F)cc3)O2)cc1, predict the reactants needed to synthesize it.